This data is from Catalyst prediction with 721,799 reactions and 888 catalyst types from USPTO. The task is: Predict which catalyst facilitates the given reaction. (1) Reactant: [OH:1][C:2]1[CH:11]=[CH:10][C:9]2[C:4](=[CH:5][CH:6]=[C:7]([Br:12])[CH:8]=2)[CH:3]=1.Cl[CH2:14][CH2:15][O:16][CH2:17][CH2:18][O:19][CH2:20][CH2:21][F:22].C(=O)([O-])[O-].[K+].[K+].CN(C=O)C. Product: [Br:12][C:7]1[CH:6]=[CH:5][C:4]2[C:9](=[CH:10][CH:11]=[C:2]([O:1][CH2:14][CH2:15][O:16][CH2:17][CH2:18][O:19][CH2:20][CH2:21][F:22])[CH:3]=2)[CH:8]=1. The catalyst class is: 84. (2) Reactant: [CH3:1][O:2][C:3](=[O:12])[CH2:4][C:5]1[CH:10]=[CH:9][C:8](Br)=[CH:7][CH:6]=1.C1(P(C2CCCCC2)C2C=CC=CC=2C2C(OC)=CC=CC=2OC)CCCCC1.P([O-])([O-])([O-])=O.[K+].[K+].[K+].[CH2:50]([C:52]([C:71]1[CH:76]=[CH:75][C:74](/[CH:77]=[CH:78]/[C:79]2([OH:85])[CH2:84][CH2:83][S:82][CH2:81][CH2:80]2)=[C:73]([CH3:86])[CH:72]=1)([C:55]1[CH:60]=[CH:59][C:58](B2OC(C)(C)C(C)(C)O2)=[C:57]([CH3:70])[CH:56]=1)[CH2:53][CH3:54])[CH3:51]. Product: [CH3:1][O:2][C:3](=[O:12])[CH2:4][C:5]1[CH:10]=[CH:9][C:8]([C:58]2[CH:59]=[CH:60][C:55]([C:52]([CH2:53][CH3:54])([C:71]3[CH:76]=[CH:75][C:74](/[CH:77]=[CH:78]/[C:79]4([OH:85])[CH2:84][CH2:83][S:82][CH2:81][CH2:80]4)=[C:73]([CH3:86])[CH:72]=3)[CH2:50][CH3:51])=[CH:56][C:57]=2[CH3:70])=[CH:7][CH:6]=1. The catalyst class is: 493. (3) Reactant: C(OC(=O)[NH:7][CH2:8][C:9]1[CH:14]=[CH:13][N:12]=[C:11]2[NH:15][CH:16]=[CH:17][C:10]=12)(C)(C)C.[F:19][C:20]([F:25])([F:24])[C:21]([OH:23])=[O:22]. Product: [F:19][C:20]([F:25])([F:24])[C:21]([OH:23])=[O:22].[NH:15]1[C:11]2=[N:12][CH:13]=[CH:14][C:9]([CH2:8][NH2:7])=[C:10]2[CH:17]=[CH:16]1. The catalyst class is: 2. (4) Reactant: C(OC[N:9]1[C:13]2[N:14]=[N:15][CH:16]=[C:17]([C:18]3[CH:19]=[N:20][N:21]([C@H:23]([CH:27]4[CH2:31][CH2:30][CH2:29][CH2:28]4)[CH2:24][C:25]#[N:26])[CH:22]=3)[C:12]=2[CH:11]=[CH:10]1)(=O)C(C)(C)C.[OH-].[Na+]. Product: [N:14]1[C:13]2[NH:9][CH:10]=[CH:11][C:12]=2[C:17]([C:18]2[CH:19]=[N:20][N:21]([C@H:23]([CH:27]3[CH2:31][CH2:30][CH2:29][CH2:28]3)[CH2:24][C:25]#[N:26])[CH:22]=2)=[CH:16][N:15]=1. The catalyst class is: 5. (5) Reactant: I[C:2]1[N:3]=[C:4]([CH:12]2[CH2:15][CH:14]([N:16]3[CH2:21][CH2:20][N:19]([CH3:22])[CH2:18][CH2:17]3)[CH2:13]2)[N:5]2[CH:10]=[CH:9][N:8]=[C:7]([NH2:11])[C:6]=12.[F:23][C:24]1[C:25](B2OC(C)(C)C(C)(C)O2)=[CH:26][CH:27]=[C:28]2[C:33]=1[N:32]=[C:31]([C:34]1[CH:39]=[CH:38][CH:37]=[CH:36][CH:35]=1)[CH:30]=[CH:29]2.C(=O)([O-])[O-].[Cs+].[Cs+].N#N.C([O-])(O)=O.[Na+]. Product: [F:23][C:24]1[C:25]([C:2]2[N:3]=[C:4]([CH:12]3[CH2:15][CH:14]([N:16]4[CH2:21][CH2:20][N:19]([CH3:22])[CH2:18][CH2:17]4)[CH2:13]3)[N:5]3[CH:10]=[CH:9][N:8]=[C:7]([NH2:11])[C:6]=23)=[CH:26][CH:27]=[C:28]2[C:33]=1[N:32]=[C:31]([C:34]1[CH:35]=[CH:36][CH:37]=[CH:38][CH:39]=1)[CH:30]=[CH:29]2. The catalyst class is: 108.